From a dataset of hERG channel blocking data for cardiac toxicity assessment. Regression/Classification. Given a drug SMILES string, predict its toxicity properties. Task type varies by dataset: regression for continuous values (e.g., LD50, hERG inhibition percentage) or binary classification for toxic/non-toxic outcomes (e.g., AMES mutagenicity, cardiotoxicity, hepatotoxicity). Dataset: herg. (1) The drug is CS(=O)(=O)Nc1ccc2c(c1)C(=O)CC1(CCN([C@@H]3CCc4cc(C#N)ccc4C3)CC1)O2. The result is 1 (blocker). (2) The drug is Cc1oc(=O)oc1CN1CCN(c2cc3c(cc2F)c(=O)c(C(=O)O)c2n3[C@@H](C)S2)CC1. The result is 0 (non-blocker). (3) The drug is CC(=O)Oc1ccc2c3c1O[C@H]1[C@@H](OC(C)=O)C=C[C@H]4[C@@H](C2)N(C)CC[C@]314. The result is 0 (non-blocker).